From a dataset of NCI-60 drug combinations with 297,098 pairs across 59 cell lines. Regression. Given two drug SMILES strings and cell line genomic features, predict the synergy score measuring deviation from expected non-interaction effect. (1) Drug 1: CC1=CC=C(C=C1)C2=CC(=NN2C3=CC=C(C=C3)S(=O)(=O)N)C(F)(F)F. Drug 2: C(CCl)NC(=O)N(CCCl)N=O. Cell line: SK-MEL-28. Synergy scores: CSS=1.03, Synergy_ZIP=0.724, Synergy_Bliss=1.33, Synergy_Loewe=-2.35, Synergy_HSA=-2.09. (2) Drug 1: CN(C(=O)NC(C=O)C(C(C(CO)O)O)O)N=O. Drug 2: CC1C(C(CC(O1)OC2CC(CC3=C2C(=C4C(=C3O)C(=O)C5=CC=CC=C5C4=O)O)(C(=O)C)O)N)O. Cell line: SF-539. Synergy scores: CSS=52.1, Synergy_ZIP=-0.320, Synergy_Bliss=-0.688, Synergy_Loewe=0.309, Synergy_HSA=1.65. (3) Drug 1: CN(C)C1=NC(=NC(=N1)N(C)C)N(C)C. Drug 2: C1=CC=C(C(=C1)C(C2=CC=C(C=C2)Cl)C(Cl)Cl)Cl. Cell line: UACC-257. Synergy scores: CSS=-6.72, Synergy_ZIP=1.34, Synergy_Bliss=-2.73, Synergy_Loewe=-7.29, Synergy_HSA=-7.69.